Dataset: Forward reaction prediction with 1.9M reactions from USPTO patents (1976-2016). Task: Predict the product of the given reaction. (1) Given the reactants Cl[CH2:2][C:3]1[CH:4]=[CH:5][C:6]([OH:12])=[C:7]([C:9](=[O:11])[CH3:10])[CH:8]=1.[CH3:13][NH:14][CH3:15], predict the reaction product. The product is: [CH3:13][N:14]([CH2:2][C:3]1[CH:4]=[CH:5][C:6]([OH:12])=[C:7]([C:9](=[O:11])[CH3:10])[CH:8]=1)[CH3:15]. (2) Given the reactants [Cl:1][C:2]1[CH:7]=[CH:6][CH:5]=[CH:4][C:3]=1[CH:8]([O:10][C:11](=[O:26])[NH:12][C:13]1[C:14]([CH3:25])=[N:15][O:16][C:17]=1[C:18]1[CH:23]=[CH:22][C:21](Br)=[CH:20][CH:19]=1)[CH3:9].[C:27]([C:30]1[CH:31]=[C:32](B(O)O)[CH:33]=[CH:34][CH:35]=1)([OH:29])=[O:28].C(=O)([O-])[O-].[K+].[K+], predict the reaction product. The product is: [Cl:1][C:2]1[CH:7]=[CH:6][CH:5]=[CH:4][C:3]=1[CH:8]([O:10][C:11]([NH:12][C:13]1[C:14]([CH3:25])=[N:15][O:16][C:17]=1[C:18]1[CH:23]=[CH:22][C:21]([C:34]2[CH:33]=[CH:32][CH:31]=[C:30]([C:27]([OH:29])=[O:28])[CH:35]=2)=[CH:20][CH:19]=1)=[O:26])[CH3:9]. (3) Given the reactants [CH3:1][N:2]([CH3:28])[C:3]1([C:22]2[CH:27]=[CH:26][CH:25]=[CH:24][CH:23]=2)[CH2:8][CH2:7][C:6]([CH2:10][CH2:11][CH2:12][C:13]#[C:14][Si:15]([CH2:20][CH3:21])([CH2:18][CH3:19])[CH2:16][CH3:17])([OH:9])[CH2:5][CH2:4]1.[NH2:29][C:30]1[CH:35]=[CH:34][N:33]=[CH:32][C:31]=1I.C(=O)([O-])[O-].[Na+].[Na+], predict the reaction product. The product is: [CH3:28][N:2]([CH3:1])[C:3]1([C:22]2[CH:23]=[CH:24][CH:25]=[CH:26][CH:27]=2)[CH2:8][CH2:7][C:6]([CH2:10][CH2:11][CH2:12][C:13]2[C:31]3[CH:32]=[N:33][CH:34]=[CH:35][C:30]=3[NH:29][C:14]=2[Si:15]([CH2:20][CH3:21])([CH2:18][CH3:19])[CH2:16][CH3:17])([OH:9])[CH2:5][CH2:4]1. (4) Given the reactants [H-].[Na+].[Cl:3][C:4]1[CH:9]=[CH:8][CH:7]=[C:6]([Cl:10])[C:5]=1[C:11]1[C:15]([CH2:16][O:17][C:18]2[CH:19]=[C:20]3[C:24](=[CH:25][CH:26]=2)[NH:23][CH:22]=[CH:21]3)=[C:14]([CH:27]([CH3:29])[CH3:28])[O:13][N:12]=1.Br[CH2:31][C:32]1[CH:33]=[C:34]([CH:37]=[CH:38][CH:39]=1)[C:35]#[N:36].C(OCC)(=O)C, predict the reaction product. The product is: [Cl:3][C:4]1[CH:9]=[CH:8][CH:7]=[C:6]([Cl:10])[C:5]=1[C:11]1[C:15]([CH2:16][O:17][C:18]2[CH:19]=[C:20]3[C:24](=[CH:25][CH:26]=2)[N:23]([CH2:31][C:32]2[CH:33]=[C:34]([CH:37]=[CH:38][CH:39]=2)[C:35]#[N:36])[CH:22]=[CH:21]3)=[C:14]([CH:27]([CH3:29])[CH3:28])[O:13][N:12]=1. (5) Given the reactants [N+:1]([C:4]1[N:9]=[CH:8][C:7]([CH:10](C(OCC)=O)[C:11]([O:13][C:14](C)(C)[CH3:15])=[O:12])=[CH:6][CH:5]=1)([O-:3])=[O:2].C(O)(C(F)(F)F)=O, predict the reaction product. The product is: [N+:1]([C:4]1[N:9]=[CH:8][C:7]([CH2:10][C:11]([O:13][CH2:14][CH3:15])=[O:12])=[CH:6][CH:5]=1)([O-:3])=[O:2].